Predict the reaction yield, written as a fraction of the theoretical maximum amount of product (1.0 means a 100% yield; for example, 0.34 means a 34% yield). From a dataset of Reaction yield outcomes from USPTO patents with 853,638 reactions. The reactants are Cl[C:2]1[C:3]([C:12]([O:14][CH2:15][CH3:16])=[O:13])=[N:4][C:5]2[C:10]([N:11]=1)=[CH:9][CH:8]=[CH:7][CH:6]=2.[CH3:17]B1OB(C)OB(C)O1.C(=O)([O-])[O-].[K+].[K+]. The catalyst is O1CCOCC1.C1C=CC(P(C2C=CC=CC=2)[C-]2C=CC=C2)=CC=1.C1C=CC(P(C2C=CC=CC=2)[C-]2C=CC=C2)=CC=1.Cl[Pd]Cl.[Fe+2]. The product is [CH3:17][C:2]1[C:3]([C:12]([O:14][CH2:15][CH3:16])=[O:13])=[N:4][C:5]2[C:10]([N:11]=1)=[CH:9][CH:8]=[CH:7][CH:6]=2. The yield is 0.800.